Task: Regression. Given a peptide amino acid sequence and an MHC pseudo amino acid sequence, predict their binding affinity value. This is MHC class II binding data.. Dataset: Peptide-MHC class II binding affinity with 134,281 pairs from IEDB (1) The MHC is DRB1_0405 with pseudo-sequence DRB1_0405. The peptide sequence is PVGEIYKRWIILGLN. The binding affinity (normalized) is 0.209. (2) The peptide sequence is VRKIFVDGVPFVVST. The MHC is DRB1_0101 with pseudo-sequence DRB1_0101. The binding affinity (normalized) is 0.564. (3) The peptide sequence is VLKWHLHKAVEVPIS. The MHC is DRB1_0802 with pseudo-sequence DRB1_0802. The binding affinity (normalized) is 0.505. (4) The peptide sequence is AAEILRPTKRFPPALPIWAR. The MHC is DRB1_0405 with pseudo-sequence DRB1_0405. The binding affinity (normalized) is 0.337. (5) The peptide sequence is AYDTYKSIPSLEAAV. The binding affinity (normalized) is 0.518. The MHC is HLA-DQA10301-DQB10302 with pseudo-sequence HLA-DQA10301-DQB10302. (6) The peptide sequence is LYKYKVVKIEPLGVAPTKAK. The MHC is HLA-DQA10301-DQB10302 with pseudo-sequence HLA-DQA10301-DQB10302. The binding affinity (normalized) is 0.0929.